This data is from Forward reaction prediction with 1.9M reactions from USPTO patents (1976-2016). The task is: Predict the product of the given reaction. (1) Given the reactants [OH-].[Na+].[C:3]1([OH:9])[CH:8]=[CH:7][CH:6]=[CH:5][CH:4]=1.[CH2:10]([O:17][C:18]1[CH:19]=[C:20]2[C:25](=[CH:26][CH:27]=1)[N:24]=[C:23](Cl)[CH:22]=[CH:21]2)[C:11]1[CH:16]=[CH:15][CH:14]=[CH:13][CH:12]=1.C([N+](CCCC)(CCCC)CCCC)CCC, predict the reaction product. The product is: [CH2:10]([O:17][C:18]1[CH:19]=[C:20]2[C:25](=[CH:26][CH:27]=1)[N:24]=[C:23]([O:9][C:3]1[CH:8]=[CH:7][CH:6]=[CH:5][CH:4]=1)[CH:22]=[CH:21]2)[C:11]1[CH:16]=[CH:15][CH:14]=[CH:13][CH:12]=1. (2) Given the reactants [CH3:1][S:2]([N:5]1[C:9]2=[CH:10][CH:11]=[C:12]3[C:17]([N:16]=[C:15]([C:18]4[CH:24]=[CH:23][C:21]([NH2:22])=[CH:20][CH:19]=4)[N:14]=[C:13]3[N:25]3[CH2:30][CH2:29][O:28][CH2:27][CH2:26]3)=[C:8]2[CH:7]=[CH:6]1)(=[O:4])=[O:3].ClC(Cl)(O[C:35](=[O:41])OC(Cl)(Cl)Cl)Cl.[NH2:43][C:44]1[CH:45]=[N:46][CH:47]=[CH:48][CH:49]=1, predict the reaction product. The product is: [CH3:1][S:2]([N:5]1[C:9]2=[CH:10][CH:11]=[C:12]3[C:17]([N:16]=[C:15]([C:18]4[CH:19]=[CH:20][C:21]([NH:22][C:35]([NH:43][C:44]5[CH:45]=[N:46][CH:47]=[CH:48][CH:49]=5)=[O:41])=[CH:23][CH:24]=4)[N:14]=[C:13]3[N:25]3[CH2:30][CH2:29][O:28][CH2:27][CH2:26]3)=[C:8]2[CH:7]=[CH:6]1)(=[O:4])=[O:3]. (3) Given the reactants [NH:1]1[CH2:5][CH2:4][CH2:3][CH2:2]1.[CH2:6]=O.[CH3:8][C:9]1[CH:13]=[C:12]([CH3:14])[NH:11][C:10]=1[CH:15]=[C:16]1[C:24]2[C:19](=[CH:20][CH:21]=[CH:22][CH:23]=2)[NH:18][C:17]1=[O:25], predict the reaction product. The product is: [CH3:8][C:9]1[CH:13]=[C:12]([CH3:14])[NH:11][C:10]=1/[CH:15]=[C:16]1\[C:17](=[O:25])[N:18]([CH2:6][N:1]2[CH2:5][CH2:4][CH2:3][CH2:2]2)[C:19]2[C:24]\1=[CH:23][CH:22]=[CH:21][CH:20]=2. (4) Given the reactants [Br:1][C:2]1[C:3]([N:9]=[CH:10][N:11](C)C)=[N:4][C:5]([Br:8])=[CH:6][N:7]=1.Cl.N[OH:16], predict the reaction product. The product is: [Br:1][C:2]1[C:3]([NH:9][CH:10]=[N:11][OH:16])=[N:4][C:5]([Br:8])=[CH:6][N:7]=1. (5) Given the reactants Cl[C:2]1[CH:7]=[C:6]2[CH2:8][O:9][C:10]3[CH:34]=[C:33]4[C:13]([CH:14]=[CH:15][C:16]5[N:20]=[C:19]([CH:21]6[CH2:25][CH2:24][CH2:23][N:22]6[C:26]([O:28][C:29]([CH3:32])([CH3:31])[CH3:30])=[O:27])[NH:18][C:17]=54)=[CH:12][C:11]=3[C:5]2=[CH:4][CH:3]=1.[B:35]1([B:35]2[O:39][C:38]([CH3:41])([CH3:40])[C:37]([CH3:43])([CH3:42])[O:36]2)[O:39][C:38]([CH3:41])([CH3:40])[C:37]([CH3:43])([CH3:42])[O:36]1.C([O-])(=O)C.[K+], predict the reaction product. The product is: [CH3:42][C:37]1([CH3:43])[C:38]([CH3:41])([CH3:40])[O:39][B:35]([C:2]2[CH:7]=[C:6]3[CH2:8][O:9][C:10]4[CH:34]=[C:33]5[C:13]([CH:14]=[CH:15][C:16]6[N:20]=[C:19]([CH:21]7[CH2:25][CH2:24][CH2:23][N:22]7[C:26]([O:28][C:29]([CH3:32])([CH3:31])[CH3:30])=[O:27])[NH:18][C:17]=65)=[CH:12][C:11]=4[C:5]3=[CH:4][CH:3]=2)[O:36]1.